Task: Predict which catalyst facilitates the given reaction.. Dataset: Catalyst prediction with 721,799 reactions and 888 catalyst types from USPTO (1) Reactant: CC1C=CC(S(O[CH2:12][C@@H:13]([NH:21][C:22]([O:24][C:25]([CH3:28])([CH3:27])[CH3:26])=[O:23])[CH2:14][C@H:15]2[CH2:20][CH2:19][CH2:18][O:17][CH2:16]2)(=O)=O)=CC=1.[N-:29]=[N+:30]=[N-:31].[Na+]. Product: [N:29]([CH2:12][C@@H:13]([NH:21][C:22](=[O:23])[O:24][C:25]([CH3:28])([CH3:27])[CH3:26])[CH2:14][C@H:15]1[CH2:20][CH2:19][CH2:18][O:17][CH2:16]1)=[N+:30]=[N-:31]. The catalyst class is: 31. (2) Reactant: [CH:1]1([C:5]2[CH:14]=[CH:13][C:8]([C:9]([O:11]C)=[O:10])=[CH:7][C:6]=2[I:15])[CH2:4][CH2:3][CH2:2]1.[OH-].[Na+]. Product: [CH:1]1([C:5]2[CH:14]=[CH:13][C:8]([C:9]([OH:11])=[O:10])=[CH:7][C:6]=2[I:15])[CH2:2][CH2:3][CH2:4]1. The catalyst class is: 24. (3) Reactant: [CH2:1]([N:3]([C@H:28]1[CH2:33][CH2:32][C@@H:31]([N:34]2[CH2:39][CH2:38][O:37][CH2:36][CH2:35]2)[CH2:30][CH2:29]1)[C:4]1[C:19]2[CH2:18][CH:17]=[CH:16][CH2:15][CH2:14][C:13]3[CH:20]=[C:21]([CH3:26])[N:22]=[C:23]([O:24]C)[C:12]=3[CH2:11][NH:10][C:9](=[O:27])[C:8]=2[CH:7]=[CH:6][CH:5]=1)[CH3:2].Cl.CO.C(Cl)Cl. Product: [CH2:1]([N:3]([C@H:28]1[CH2:29][CH2:30][C@@H:31]([N:34]2[CH2:35][CH2:36][O:37][CH2:38][CH2:39]2)[CH2:32][CH2:33]1)[C:4]1[C:19]2[CH2:18][CH:17]=[CH:16][CH2:15][CH2:14][C:13]3[CH:20]=[C:21]([CH3:26])[NH:22][C:23](=[O:24])[C:12]=3[CH2:11][NH:10][C:9](=[O:27])[C:8]=2[CH:7]=[CH:6][CH:5]=1)[CH3:2]. The catalyst class is: 5. (4) Reactant: [F-].C([N+](CCCC)(CCCC)CCCC)CCC.[Si]([O:26][C@@H:27]([CH2:39][O:40][CH:41]([CH3:43])[CH3:42])[C:28]([NH:30][C:31]1[CH:36]=[CH:35][C:34]([S:37][CH3:38])=[CH:33][N:32]=1)=[O:29])(C(C)(C)C)(C)C. Product: [OH:26][C@@H:27]([CH2:39][O:40][CH:41]([CH3:43])[CH3:42])[C:28]([NH:30][C:31]1[CH:36]=[CH:35][C:34]([S:37][CH3:38])=[CH:33][N:32]=1)=[O:29]. The catalyst class is: 7.